This data is from Full USPTO retrosynthesis dataset with 1.9M reactions from patents (1976-2016). The task is: Predict the reactants needed to synthesize the given product. (1) Given the product [CH3:24][O:23][C:5]1[C:4]2([CH2:25][CH:26]=[C:27]([CH3:28])[CH3:29])[C:17]([O:18][CH3:19])([O:20][CH3:21])[C:8]3([C:7](=[O:22])[CH:6]=1)[CH:2]([C:9]3([CH3:16])[CH2:10][CH2:11][CH:12]=[C:13]([CH3:15])[CH3:14])[CH2:3]2, predict the reactants needed to synthesize it. The reactants are: O[C@@H:2]1[C@@:9]([CH3:16])([CH2:10][CH2:11][CH:12]=[C:13]([CH3:15])[CH3:14])[C@@H:8]2[C:17]([O:20][CH3:21])([O:18][CH3:19])[C@@:4]([CH2:25][CH:26]=[C:27]([CH3:29])[CH3:28])([C:5]([O:23][CH3:24])=[CH:6][C:7]2=[O:22])[CH2:3]1.N1C=CC=CC=1.FC(F)(F)S(OS(C(F)(F)F)(=O)=O)(=O)=O.C([N-]CC)C.[Li+].Cl[Si](C)(C)C. (2) The reactants are: [CH:1]1([C@:4]2([OH:12])[CH2:8][CH2:7][NH:6][C@H:5]2[CH:9]([CH3:11])[CH3:10])[CH2:3][CH2:2]1.[Cl:13][C:14]1[CH:21]=[C:20](F)[CH:19]=[CH:18][C:15]=1[C:16]#[N:17].C(=O)([O-])[O-].[Li+].[Li+]. Given the product [Cl:13][C:14]1[CH:21]=[C:20]([N:6]2[CH2:7][CH2:8][C@:4]([CH:1]3[CH2:3][CH2:2]3)([OH:12])[C@@H:5]2[CH:9]([CH3:10])[CH3:11])[CH:19]=[CH:18][C:15]=1[C:16]#[N:17], predict the reactants needed to synthesize it. (3) The reactants are: [Cl:1][C:2]1[CH:3]=[C:4]([CH:7]=[CH:8][C:9]=1[Cl:10])[CH:5]=O.[C-]#N.[K+].[C:14](=[O:17])([O-])[O-].[NH4+:18].[NH4+:19].[CH2:20]([OH:22])C. Given the product [Cl:1][C:2]1[CH:3]=[C:4]([CH:5]2[NH:19][C:20](=[O:22])[NH:18][C:14]2=[O:17])[CH:7]=[CH:8][C:9]=1[Cl:10], predict the reactants needed to synthesize it. (4) Given the product [F:13][C:14]1[CH:19]=[C:18]([C:20]2[C:25]([CH3:26])=[CH:24][N:23]=[C:22]([O:27][CH3:28])[C:21]=2[CH3:29])[CH:17]=[CH:16][C:15]=1[C:30]1[N:34]([C@H:35]2[CH2:39][CH2:38][O:37][CH2:36]2)[N:33]=[CH:32][C:31]=1[C:40]([NH2:3])=[O:42], predict the reactants needed to synthesize it. The reactants are: C1N=C[N:3](C(N2C=NC=C2)=O)C=1.[F:13][C:14]1[CH:19]=[C:18]([C:20]2[C:25]([CH3:26])=[CH:24][N:23]=[C:22]([O:27][CH3:28])[C:21]=2[CH3:29])[CH:17]=[CH:16][C:15]=1[C:30]1[N:34]([C@H:35]2[CH2:39][CH2:38][O:37][CH2:36]2)[N:33]=[CH:32][C:31]=1[C:40]([OH:42])=O.N. (5) Given the product [NH2:1][C:2]1[S:6][CH:5]=[N:4][C:3]=1[C:7]([NH:17][C:16]1[CH:18]=[CH:19][C:13]([Cl:12])=[CH:14][CH:15]=1)=[O:9], predict the reactants needed to synthesize it. The reactants are: [NH2:1][C:2]1[S:6][CH:5]=[N:4][C:3]=1[C:7]([O:9]CC)=O.[Cl:12][C:13]1[CH:19]=[CH:18][C:16]([NH2:17])=[CH:15][CH:14]=1.